From a dataset of Reaction yield outcomes from USPTO patents with 853,638 reactions. Predict the reaction yield, written as a fraction of the theoretical maximum amount of product (1.0 means a 100% yield; for example, 0.34 means a 34% yield). The reactants are C1([NH:7][C:8]([C:10]2[C:11](=[O:29])[N:12]([CH2:22][C:23]3[CH:28]=[CH:27][CH:26]=[CH:25][CH:24]=3)[C:13]3[C:18]([C:19]=2O)=[CH:17][C:16]([Cl:21])=[CH:15][CH:14]=3)=O)CCCCC1.P(Cl)(Cl)([Cl:32])=O. No catalyst specified. The product is [CH2:22]([N:12]1[C:13]2[C:18](=[CH:17][C:16]([Cl:21])=[CH:15][CH:14]=2)[C:19]([Cl:32])=[C:10]([C:8]#[N:7])[C:11]1=[O:29])[C:23]1[CH:28]=[CH:27][CH:26]=[CH:25][CH:24]=1. The yield is 0.510.